This data is from Full USPTO retrosynthesis dataset with 1.9M reactions from patents (1976-2016). The task is: Predict the reactants needed to synthesize the given product. (1) Given the product [CH3:26][O:27][C:28]1[CH:29]=[C:30]([C:2]2[N:7]=[C:6]([NH:8][CH2:9][CH2:10][NH:11][C:12]3[N:17]=[C:16]([NH2:18])[C:15]([N+:19]([O-:21])=[O:20])=[CH:14][CH:13]=3)[N:5]3[CH:22]=[C:23]([CH3:25])[N:24]=[C:4]3[CH:3]=2)[CH:31]=[CH:32][C:33]=1[O:34][CH3:35], predict the reactants needed to synthesize it. The reactants are: Cl[C:2]1[N:7]=[C:6]([NH:8][CH2:9][CH2:10][NH:11][C:12]2[N:17]=[C:16]([NH2:18])[C:15]([N+:19]([O-:21])=[O:20])=[CH:14][CH:13]=2)[N:5]2[CH:22]=[C:23]([CH3:25])[N:24]=[C:4]2[CH:3]=1.[CH3:26][O:27][C:28]1[CH:29]=[C:30](B(O)O)[CH:31]=[CH:32][C:33]=1[O:34][CH3:35]. (2) Given the product [N:23]1([C:2]2[C:3]([C:16]3[CH:21]=[CH:20][C:19]([F:22])=[CH:18][CH:17]=3)=[N:4][C:5]3[C:10]([N:11]=2)=[CH:9][C:8]([C:12]([O:14][CH3:15])=[O:13])=[CH:7][CH:6]=3)[CH2:26][CH2:25][CH2:24]1, predict the reactants needed to synthesize it. The reactants are: Cl[C:2]1[C:3]([C:16]2[CH:21]=[CH:20][C:19]([F:22])=[CH:18][CH:17]=2)=[N:4][C:5]2[C:10]([N:11]=1)=[CH:9][C:8]([C:12]([O:14][CH3:15])=[O:13])=[CH:7][CH:6]=2.[NH:23]1[CH2:26][CH2:25][CH2:24]1.CCN(C(C)C)C(C)C. (3) Given the product [CH2:22]([O:26][CH2:27][CH2:28][O:29][C:30]1[CH:31]=[CH:32][C:33]([C:2]2[CH:3]=[CH:4][C:5]([N:16]3[CH2:20][CH2:19][CH2:18][CH:17]3[CH3:21])=[C:6](/[CH:8]=[C:9](\[CH3:15])/[C:10]([O:12][CH2:13][CH3:14])=[O:11])[CH:7]=2)=[CH:34][CH:35]=1)[CH2:23][CH2:24][CH3:25], predict the reactants needed to synthesize it. The reactants are: Br[C:2]1[CH:3]=[CH:4][C:5]([N:16]2[CH2:20][CH2:19][CH2:18][CH:17]2[CH3:21])=[C:6](/[CH:8]=[C:9](\[CH3:15])/[C:10]([O:12][CH2:13][CH3:14])=[O:11])[CH:7]=1.[CH2:22]([O:26][CH2:27][CH2:28][O:29][C:30]1[CH:35]=[CH:34][C:33](OB(O)O)=[CH:32][CH:31]=1)[CH2:23][CH2:24][CH3:25].C(=O)([O-])[O-].[K+].[K+]. (4) Given the product [F:24][C:25]([F:30])([F:29])[CH2:26][N:2]1[CH2:3][CH2:4][CH2:5][CH2:6][CH2:7][N:1]1[C:8]1[C:17]2[C:12](=[CH:13][CH:14]=[CH:15][CH:16]=2)[C:11]([C:18]#[N:19])=[CH:10][CH:9]=1, predict the reactants needed to synthesize it. The reactants are: [N:1]1([C:8]2[C:17]3[C:12](=[CH:13][CH:14]=[CH:15][CH:16]=3)[C:11]([C:18]#[N:19])=[CH:10][CH:9]=2)[CH2:7][CH2:6][CH2:5][CH2:4][CH2:3][NH:2]1.C([BH3-])#N.[Na+].[F:24][C:25]([F:30])([F:29])[C:26](O)=O.O.FC(F)(F)C=O. (5) Given the product [CH:40]1([C:43]2[C:44]([O:53][CH:54]3[CH2:59][CH2:58][CH2:57][C:56]([CH3:61])([CH3:60])[CH2:55]3)=[CH:45][C:46]([F:52])=[C:47]([CH:51]=2)[C:48]([NH:12][S:9]([CH:6]2[CH2:8][CH2:7]2)(=[O:11])=[O:10])=[O:49])[CH2:42][CH2:41]1, predict the reactants needed to synthesize it. The reactants are: CS(N)(=O)=O.[CH:6]1([S:9]([NH2:12])(=[O:11])=[O:10])[CH2:8][CH2:7]1.C(C1(COC2C(C3CC3)=CC(C(O)=O)=C(F)C=2)C2CC3CC(CC1C3)C2)#N.[CH:40]1([C:43]2[C:44]([O:53][CH:54]3[CH2:59][CH2:58][CH2:57][C:56]([CH3:61])([CH3:60])[CH2:55]3)=[CH:45][C:46]([F:52])=[C:47]([CH:51]=2)[C:48](O)=[O:49])[CH2:42][CH2:41]1. (6) Given the product [C:8]([C:7]1[N:6]=[CH:5][C:4]([NH:10][C@H:11]2[C@@H:16]([NH:17][C:18](=[O:24])[O:19][C:20]([CH3:23])([CH3:22])[CH3:21])[CH2:15][CH2:14][S:13](=[O:26])(=[O:25])[CH2:12]2)=[CH:3][C:2]=1[NH:36][C:31]1[CH:30]=[C:29]([O:28][CH3:27])[CH:34]=[C:33]([CH3:35])[N:32]=1)#[N:9], predict the reactants needed to synthesize it. The reactants are: Br[C:2]1[CH:3]=[C:4]([NH:10][C@H:11]2[C@@H:16]([NH:17][C:18](=[O:24])[O:19][C:20]([CH3:23])([CH3:22])[CH3:21])[CH2:15][CH2:14][S:13](=[O:26])(=[O:25])[CH2:12]2)[CH:5]=[N:6][C:7]=1[C:8]#[N:9].[CH3:27][O:28][C:29]1[CH:34]=[C:33]([CH3:35])[N:32]=[C:31]([NH2:36])[CH:30]=1.C(=O)([O-])[O-].[Cs+].[Cs+]. (7) Given the product [OH:23][C@H:3]1[C@H:2]([O:1][CH2:40][CH2:39][O:38][CH2:37][CH2:36][O:35][CH3:34])[C:11]2[CH:10]=[CH:9][N:8]3[C:12]([CH3:16])=[C:13]([CH3:15])[N:14]=[C:7]3[C:6]=2[NH:5][C@@H:4]1[C:17]1[CH:18]=[CH:19][CH:20]=[CH:21][CH:22]=1, predict the reactants needed to synthesize it. The reactants are: [OH:1][C@@H:2]1[C:11]2[CH:10]=[CH:9][N:8]3[C:12]([CH3:16])=[C:13]([CH3:15])[N:14]=[C:7]3[C:6]=2[NH:5][C@H:4]([C:17]2[CH:22]=[CH:21][CH:20]=[CH:19][CH:18]=2)[C@H:3]1[OH:23].S(=O)(=O)(O)O.C(Cl)Cl.[OH-].[Na+].[CH3:34][O:35][CH2:36][CH2:37][O:38][CH2:39][CH2:40]O. (8) Given the product [CH3:34][C@@H:33]1[C:1](=[O:3])[N:8]2[CH2:13][CH2:12][NH:11][CH2:10][CH:9]2[C:21](=[O:23])[NH:32]1, predict the reactants needed to synthesize it. The reactants are: [C:1]([N:8]1[CH2:13][CH2:12][N:11](C(OC(C)(C)C)=O)[CH2:10][CH:9]1[C:21]([OH:23])=O)([O:3]C(C)(C)C)=O.CN(C(O[N:32]1N=N[C:34]2C=CC=C[C:33]1=2)=[N+](C)C)C.[B-](F)(F)(F)F.C(N(C(C)C)CC)(C)C.Cl.COC(=O)[C@@H](C)N. (9) Given the product [CH3:50][O:51][C@@H:52]1[CH2:56][CH2:55][N:54]([C@@H:37]([CH3:38])[CH2:36][O:35][C:16]([C:23]2[CH:28]=[CH:27][CH:26]=[CH:25][CH:24]=2)([C:17]2[CH:18]=[CH:19][CH:20]=[CH:21][CH:22]=2)[C:29]2[CH:34]=[CH:33][CH:32]=[CH:31][CH:30]=2)[CH2:53]1, predict the reactants needed to synthesize it. The reactants are: S(OS(C(F)(F)F)(=O)=O)(C(F)(F)F)(=O)=O.[C:16]([O:35][CH2:36][C@H:37](O)[CH3:38])([C:29]1[CH:34]=[CH:33][CH:32]=[CH:31][CH:30]=1)([C:23]1[CH:28]=[CH:27][CH:26]=[CH:25][CH:24]=1)[C:17]1[CH:22]=[CH:21][CH:20]=[CH:19][CH:18]=1.C(N(C(C)C)CC)(C)C.Cl.[CH3:50][O:51][C@@H:52]1[CH2:56][CH2:55][NH:54][CH2:53]1.